This data is from Full USPTO retrosynthesis dataset with 1.9M reactions from patents (1976-2016). The task is: Predict the reactants needed to synthesize the given product. Given the product [Br:15][C:16]1[CH:24]=[CH:23][C:19]([C:20]([N:5]2[CH2:6][C:3]([CH3:7])([CH3:2])[CH2:4]2)=[O:21])=[CH:18][CH:17]=1, predict the reactants needed to synthesize it. The reactants are: Cl.[CH3:2][C:3]1([CH3:7])[CH2:6][NH:5][CH2:4]1.CCN(CC)CC.[Br:15][C:16]1[CH:24]=[CH:23][C:19]([C:20](Cl)=[O:21])=[CH:18][CH:17]=1.